From a dataset of NCI-60 drug combinations with 297,098 pairs across 59 cell lines. Regression. Given two drug SMILES strings and cell line genomic features, predict the synergy score measuring deviation from expected non-interaction effect. (1) Drug 1: CC(CN1CC(=O)NC(=O)C1)N2CC(=O)NC(=O)C2. Drug 2: CC1CCC2CC(C(=CC=CC=CC(CC(C(=O)C(C(C(=CC(C(=O)CC(OC(=O)C3CCCCN3C(=O)C(=O)C1(O2)O)C(C)CC4CCC(C(C4)OC)OCCO)C)C)O)OC)C)C)C)OC. Cell line: HCT-15. Synergy scores: CSS=41.0, Synergy_ZIP=-3.84, Synergy_Bliss=-0.596, Synergy_Loewe=-0.104, Synergy_HSA=2.04. (2) Drug 1: CC1CC2CCC3C(=C)CC(O3)CCC45CC6C(O4)C7C(O6)C(O5)C8C(O7)CCC(O8)CC(=O)CC9C(CC(C1=C)O2)OC(C9OC)CC(CN)O.CS(=O)(=O)O. Drug 2: CC1C(C(CC(O1)OC2CC(CC3=C2C(=C4C(=C3O)C(=O)C5=CC=CC=C5C4=O)O)(C(=O)C)O)N)O. Cell line: HOP-92. Synergy scores: CSS=40.4, Synergy_ZIP=-8.30, Synergy_Bliss=-7.64, Synergy_Loewe=-0.591, Synergy_HSA=0.994.